From a dataset of Peptide-MHC class I binding affinity with 185,985 pairs from IEDB/IMGT. Regression. Given a peptide amino acid sequence and an MHC pseudo amino acid sequence, predict their binding affinity value. This is MHC class I binding data. (1) The peptide sequence is MICCDSRIV. The MHC is HLA-A02:01 with pseudo-sequence HLA-A02:01. The binding affinity (normalized) is 0.183. (2) The peptide sequence is REVSTAAVT. The MHC is HLA-B44:02 with pseudo-sequence HLA-B44:02. The binding affinity (normalized) is 0.105. (3) The peptide sequence is WISDNTHIY. The MHC is HLA-A33:01 with pseudo-sequence HLA-A33:01. The binding affinity (normalized) is 0. (4) The MHC is HLA-A68:02 with pseudo-sequence HLA-A68:02. The peptide sequence is PACVYGPA. The binding affinity (normalized) is 0.